This data is from Peptide-MHC class I binding affinity with 185,985 pairs from IEDB/IMGT. The task is: Regression. Given a peptide amino acid sequence and an MHC pseudo amino acid sequence, predict their binding affinity value. This is MHC class I binding data. (1) The MHC is HLA-B44:02 with pseudo-sequence HLA-B44:02. The peptide sequence is KDLISYGGGW. The binding affinity (normalized) is 0.470. (2) The peptide sequence is RVLGRVLPY. The MHC is HLA-A26:01 with pseudo-sequence HLA-A26:01. The binding affinity (normalized) is 0.0847. (3) The peptide sequence is FLPRVFSAV. The MHC is HLA-A02:03 with pseudo-sequence HLA-A02:03. The binding affinity (normalized) is 0.591. (4) The peptide sequence is SYMLQGLRK. The MHC is HLA-A23:01 with pseudo-sequence HLA-A23:01. The binding affinity (normalized) is 0.0847. (5) The peptide sequence is IPSTVKTNL. The MHC is HLA-B07:02 with pseudo-sequence HLA-B07:02. The binding affinity (normalized) is 1.00. (6) The peptide sequence is SASDMQKFTI. The MHC is HLA-A68:02 with pseudo-sequence HLA-A68:02. The binding affinity (normalized) is 0.428. (7) The peptide sequence is GPSVASRAL. The MHC is HLA-A23:01 with pseudo-sequence HLA-A23:01. The binding affinity (normalized) is 0.213. (8) The peptide sequence is NMTGLKRDK. The MHC is Mamu-B8301 with pseudo-sequence Mamu-B8301. The binding affinity (normalized) is 0. (9) The peptide sequence is TTPLISFFGL. The MHC is HLA-A68:02 with pseudo-sequence HLA-A68:02. The binding affinity (normalized) is 0.511. (10) The peptide sequence is KVIEKMEVL. The MHC is HLA-A29:02 with pseudo-sequence HLA-A29:02. The binding affinity (normalized) is 0.0847.